From a dataset of Catalyst prediction with 721,799 reactions and 888 catalyst types from USPTO. Predict which catalyst facilitates the given reaction. (1) Reactant: [Na+].[F:2][C:3]1[CH:8]=[CH:7][C:6]([C:9]2[C:17]3[C:12](=[CH:13][CH:14]=[CH:15][CH:16]=3)[N:11]([CH:18]([CH3:20])[CH3:19])[C:10]=2/[CH:21]=[CH:22]/[C@@H:23]([OH:31])[CH2:24][C@@H:25]([OH:30])[CH2:26][C:27]([O-:29])=[O:28])=[CH:5][CH:4]=1.O.O.[Cl-].[Ca+2:35].[Cl-]. Product: [Ca+2:35].[F:2][C:3]1[CH:4]=[CH:5][C:6]([C:9]2[C:17]3[C:12](=[CH:13][CH:14]=[CH:15][CH:16]=3)[N:11]([CH:18]([CH3:20])[CH3:19])[C:10]=2/[CH:21]=[CH:22]/[C@@H:23]([OH:31])[CH2:24][C@@H:25]([OH:30])[CH2:26][C:27]([O-:29])=[O:28])=[CH:7][CH:8]=1.[F:2][C:3]1[CH:4]=[CH:5][C:6]([C:9]2[C:17]3[C:12](=[CH:13][CH:14]=[CH:15][CH:16]=3)[N:11]([CH:18]([CH3:20])[CH3:19])[C:10]=2/[CH:21]=[CH:22]/[C@@H:23]([OH:31])[CH2:24][C@@H:25]([OH:30])[CH2:26][C:27]([O-:29])=[O:28])=[CH:7][CH:8]=1. The catalyst class is: 6. (2) Reactant: [OH-].[Na+].Cl[CH2:4][CH:5]([OH:13])[CH2:6][C:7]1[CH:12]=[CH:11][CH:10]=[CH:9][CH:8]=1.S(O)(O)(=O)=O.[NH2:19][CH2:20][CH3:21].C1(C)C=CC=CC=1. Product: [CH2:6]([CH:5]1[O:13][CH2:21][CH2:20][NH:19][CH2:4]1)[C:7]1[CH:12]=[CH:11][CH:10]=[CH:9][CH:8]=1. The catalyst class is: 5. (3) The catalyst class is: 63. Product: [F:26][C:2]1([F:1])[CH2:5][N:4]([C:6](=[O:25])[CH2:7][O:8][CH:9]2[CH2:14][CH2:13][NH:12][CH2:11][CH2:10]2)[CH2:3]1. Reactant: [F:1][C:2]1([F:26])[CH2:5][N:4]([C:6](=[O:25])[CH2:7][O:8][CH:9]2[CH2:14][CH2:13][N:12](C(OCC3C=CC=CC=3)=O)[CH2:11][CH2:10]2)[CH2:3]1. (4) Reactant: [NH2:1][C@@H:2]1[CH2:11][CH2:10][C:9]2[C:4](=[C:5]([N:12]3[CH2:17][CH2:16][N:15]([CH3:18])[CH2:14][CH2:13]3)[CH:6]=[CH:7][CH:8]=2)[CH2:3]1.C(N(CC)CC)C.[F:26][C:27]([F:38])([F:37])[C:28]1[CH:36]=[CH:35][C:31]([C:32](Cl)=[O:33])=[CH:30][CH:29]=1. Product: [CH3:18][N:15]1[CH2:16][CH2:17][N:12]([C:5]2[CH:6]=[CH:7][CH:8]=[C:9]3[C:4]=2[CH2:3][C@H:2]([NH:1][C:32](=[O:33])[C:31]2[CH:35]=[CH:36][C:28]([C:27]([F:26])([F:37])[F:38])=[CH:29][CH:30]=2)[CH2:11][CH2:10]3)[CH2:13][CH2:14]1. The catalyst class is: 2. (5) Reactant: [NH2:1][CH2:2][C@H:3]1[CH2:7][N:6]([CH2:8][CH2:9][C:10]2[C:19]3[C:14](=[CH:15][CH:16]=[C:17]([O:20][CH3:21])[N:18]=3)[N:13]=[CH:12][C:11]=2[F:22])[CH2:5][C@H:4]1O.C(N(C(C)C)CC)(C)C.[O:33]=[C:34]1[CH2:39][S:38][C:37]2[CH:40]=[CH:41][C:42]([C:44](O)=[O:45])=[N:43][C:36]=2[NH:35]1.O.OC1C2N=NNC=2C=CC=1.C(Cl)CCl. Product: [F:22][C:11]1[CH:12]=[N:13][C:14]2[C:19]([C:10]=1[CH2:9][CH2:8][N:6]1[CH2:5][CH2:4][C@@H:3]([CH2:2][NH:1][C:44]([C:42]3[CH:41]=[CH:40][C:37]4[S:38][CH2:39][C:34](=[O:33])[NH:35][C:36]=4[N:43]=3)=[O:45])[CH2:7]1)=[N:18][C:17]([O:20][CH3:21])=[CH:16][CH:15]=2. The catalyst class is: 3.